From a dataset of Full USPTO retrosynthesis dataset with 1.9M reactions from patents (1976-2016). Predict the reactants needed to synthesize the given product. (1) Given the product [C:1]([C:5]1[CH:9]=[C:8]([NH:22][C:25]([NH:44][C:45]2[CH:62]=[CH:61][C:48]([O:49][C:50]3[CH:55]=[CH:54][N:53]=[C:52]4[NH:56][C:57](=[O:60])[N:58]([CH3:59])[C:51]=34)=[CH:47][C:46]=2[F:63])=[O:34])[N:7]([C:13]2[CH:18]=[CH:17][CH:16]=[C:15]([F:19])[CH:14]=2)[N:6]=1)([CH3:2])([CH3:3])[CH3:4], predict the reactants needed to synthesize it. The reactants are: [C:1]([C:5]1[CH:9]=[C:8](C(O)=O)[N:7]([C:13]2[CH:18]=[CH:17][CH:16]=[C:15]([F:19])[CH:14]=2)[N:6]=1)([CH3:4])([CH3:3])[CH3:2].C([N:22]([CH2:25]C)CC)C.C1(P(N=[N+]=[N-])(C2C=CC=CC=2)=[O:34])C=CC=CC=1.[NH2:44][C:45]1[CH:62]=[CH:61][C:48]([O:49][C:50]2[CH:55]=[CH:54][N:53]=[C:52]3[NH:56][C:57](=[O:60])[N:58]([CH3:59])[C:51]=23)=[CH:47][C:46]=1[F:63]. (2) Given the product [NH2:17][C:18]1[CH:25]=[CH:24][CH:23]=[C:22]([O:1][CH2:2][C@H:3]2[CH2:8][CH2:7][CH2:6][N:5]([C:9](=[O:14])[CH2:10][CH:11]([CH3:12])[CH3:13])[CH2:4]2)[C:19]=1[C:20]#[N:21], predict the reactants needed to synthesize it. The reactants are: [OH:1][CH2:2][C@H:3]1[CH2:8][CH2:7][CH2:6][N:5]([C:9](=[O:14])[CH2:10][CH:11]([CH3:13])[CH3:12])[CH2:4]1.[H-].[Na+].[NH2:17][C:18]1[CH:25]=[CH:24][CH:23]=[C:22](F)[C:19]=1[C:20]#[N:21].